This data is from Full USPTO retrosynthesis dataset with 1.9M reactions from patents (1976-2016). The task is: Predict the reactants needed to synthesize the given product. Given the product [CH3:16][C:15]([C:4]1[CH:5]=[C:6]([N:8]2[CH2:13][CH2:12][O:11][CH2:10][C@@H:9]2[CH3:14])[N:7]=[C:2]([C:31]2[CH:36]=[CH:35][C:34]([NH2:37])=[CH:33][CH:32]=2)[N:3]=1)([S:17]([CH3:20])(=[O:19])=[O:18])[CH3:21], predict the reactants needed to synthesize it. The reactants are: Cl[C:2]1[N:7]=[C:6]([N:8]2[CH2:13][CH2:12][O:11][CH2:10][C@@H:9]2[CH3:14])[CH:5]=[C:4]([C:15]([CH3:21])([S:17]([CH3:20])(=[O:19])=[O:18])[CH3:16])[N:3]=1.O.CC1(C)C(C)(C)OB([C:31]2[CH:36]=[CH:35][C:34]([NH2:37])=[CH:33][CH:32]=2)O1.C(=O)([O-])[O-].[Na+].[Na+].